From a dataset of Reaction yield outcomes from USPTO patents with 853,638 reactions. Predict the reaction yield, written as a fraction of the theoretical maximum amount of product (1.0 means a 100% yield; for example, 0.34 means a 34% yield). (1) The reactants are [CH:1]1[C:11]2[CH2:10][CH2:9][C:8]3[CH:12]=[CH:13][CH:14]=[CH:15][C:7]=3[C:6](=[CH:16][C:17]3[CH:22]=[CH:21][C:20]([NH2:23])=[CH:19][CH:18]=3)[C:5]=2[CH:4]=[CH:3][CH:2]=1.[CH2:24]([S:28](Cl)(=[O:30])=[O:29])[CH2:25][CH2:26][CH3:27]. No catalyst specified. The product is [CH:1]1[C:11]2[CH2:10][CH2:9][C:8]3[CH:12]=[CH:13][CH:14]=[CH:15][C:7]=3[C:6](=[CH:16][C:17]3[CH:22]=[CH:21][C:20]([NH:23][S:28]([CH2:24][CH2:25][CH2:26][CH3:27])(=[O:30])=[O:29])=[CH:19][CH:18]=3)[C:5]=2[CH:4]=[CH:3][CH:2]=1. The yield is 0.630. (2) The product is [Cl:1][C:2]1[CH:3]=[C:4]([CH:12]([CH2:24][CH:25]2[CH2:26][CH2:27][CH2:28][CH2:29]2)[C:13]([NH:15][C:16]2[CH:21]=[N:20][C:19]([CH:22]=[C:36]3[C:34](=[O:35])[NH:33][C:31](=[O:32])[NH:30]3)=[CH:18][N:17]=2)=[O:14])[CH:5]=[CH:6][C:7]=1[S:8]([CH3:11])(=[O:9])=[O:10]. The yield is 0.330. The reactants are [Cl:1][C:2]1[CH:3]=[C:4]([CH:12]([CH2:24][CH:25]2[CH2:29][CH2:28][CH2:27][CH2:26]2)[C:13]([NH:15][C:16]2[CH:21]=[N:20][C:19]([CH:22]=O)=[CH:18][N:17]=2)=[O:14])[CH:5]=[CH:6][C:7]=1[S:8]([CH3:11])(=[O:10])=[O:9].[NH:30]1[CH2:36][C:34](=[O:35])[NH:33][C:31]1=[O:32].N1CCCCC1.C(O)(=O)C1C=CC=CC=1. The catalyst is C(O)C. (3) The reactants are CS(C)=O.C(Cl)(=O)C(Cl)=O.[OH:11][CH2:12][C@@H:13]1[CH2:17][C:16](/[CH:18]=[CH:19]/[CH3:20])=[CH:15][N:14]1[C:21]([C:23]1[CH:28]=[C:27]([O:29][CH3:30])[C:26]([O:31][Si:32]([CH:39]([CH3:41])[CH3:40])([CH:36]([CH3:38])[CH3:37])[CH:33]([CH3:35])[CH3:34])=[CH:25][C:24]=1[NH:42][C:43]([O:45][CH2:46][C:47]1[CH:52]=[CH:51][C:50]([NH:53][C:54](=[O:71])[C@@H:55]([NH:57][C:58](=[O:70])[C@@H:59]([NH:63][C:64](=[O:69])[O:65][CH2:66][CH:67]=[CH2:68])[CH:60]([CH3:62])[CH3:61])[CH3:56])=[CH:49][CH:48]=1)=[O:44])=[O:22].C(N(CC)CC)C. The catalyst is C(Cl)Cl. The product is [OH:11][C@@H:12]1[N:42]([C:43]([O:45][CH2:46][C:47]2[CH:52]=[CH:51][C:50]([NH:53][C:54](=[O:71])[C@@H:55]([NH:57][C:58](=[O:70])[C@@H:59]([NH:63][C:64]([O:65][CH2:66][CH:67]=[CH2:68])=[O:69])[CH:60]([CH3:61])[CH3:62])[CH3:56])=[CH:49][CH:48]=2)=[O:44])[C:24]2[CH:25]=[C:26]([O:31][Si:32]([CH:39]([CH3:40])[CH3:41])([CH:36]([CH3:37])[CH3:38])[CH:33]([CH3:35])[CH3:34])[C:27]([O:29][CH3:30])=[CH:28][C:23]=2[C:21](=[O:22])[N:14]2[CH:15]=[C:16](/[CH:18]=[CH:19]/[CH3:20])[CH2:17][C@@H:13]12. The yield is 0.540.